Predict the reaction yield, written as a fraction of the theoretical maximum amount of product (1.0 means a 100% yield; for example, 0.34 means a 34% yield). From a dataset of Reaction yield outcomes from USPTO patents with 853,638 reactions. The yield is 0.600. The reactants are [N:1]([CH2:4][CH2:5][CH2:6][CH2:7][OH:8])=[N+:2]=[N-:3].C(N(CC)CC)C.[CH3:16][S:17](Cl)(=[O:19])=[O:18]. The catalyst is C(Cl)Cl.C(O)(=O)CC(CC(O)=O)(C(O)=O)O. The product is [CH3:16][S:17]([O:8][CH2:7][CH2:6][CH2:5][CH2:4][N:1]=[N+:2]=[N-:3])(=[O:19])=[O:18].